This data is from Forward reaction prediction with 1.9M reactions from USPTO patents (1976-2016). The task is: Predict the product of the given reaction. (1) Given the reactants [F:1][C:2]([F:32])([F:31])[C:3]1[C:11]2[S:10][C:9](=[N:12][C:13](=[O:24])[C:14]3[CH:19]=[CH:18][CH:17]=[C:16]([C:20]([F:23])([F:22])[F:21])[CH:15]=3)[N:8]([CH2:25][C:26]([O:28]CC)=[O:27])[C:7]=2[CH:6]=[CH:5][CH:4]=1.[OH-].[Na+], predict the reaction product. The product is: [F:32][C:2]([F:1])([F:31])[C:3]1[C:11]2[S:10][C:9](=[N:12][C:13](=[O:24])[C:14]3[CH:19]=[CH:18][CH:17]=[C:16]([C:20]([F:22])([F:23])[F:21])[CH:15]=3)[N:8]([CH2:25][C:26]([OH:28])=[O:27])[C:7]=2[CH:6]=[CH:5][CH:4]=1. (2) Given the reactants [Br:1][C:2]1[CH:3]=[C:4]([CH:6]=[CH:7][CH:8]=1)[NH2:5].[S-:9][C:10]#[N:11].[NH4+].S([O-])(O)=O.[Na+].C(Cl)(Cl)Cl, predict the reaction product. The product is: [Br:1][C:2]1[CH:3]=[C:4]([NH:5][C:10]([NH2:11])=[S:9])[CH:6]=[CH:7][CH:8]=1. (3) Given the reactants [NH2:1][C:2]1[CH:10]=[CH:9][C:8]([N+:11]([O-:13])=[O:12])=[CH:7][C:3]=1[C:4]([OH:6])=O.N1[CH:18]=[CH:17]N=C1.C(Cl)(=O)C.Cl.[NH2:24][CH:25]1[CH2:30][CH2:29][C:28](=[O:31])[NH:27][C:26]1=[O:32].P(OC1C=CC=CC=1)(OC1C=CC=CC=1)OC1C=CC=CC=1, predict the reaction product. The product is: [CH3:17][C:18]1[N:24]([CH:25]2[CH2:30][CH2:29][C:28](=[O:31])[NH:27][C:26]2=[O:32])[C:4](=[O:6])[C:3]2[C:2](=[CH:10][CH:9]=[C:8]([N+:11]([O-:13])=[O:12])[CH:7]=2)[N:1]=1. (4) Given the reactants Br[CH2:2][CH2:3][CH2:4][N:5]1[CH:9]=[CH:8][CH:7]=[C:6]1[C:10]([O:12][CH2:13][CH3:14])=[O:11].[NH2:15][CH:16]([CH2:20][CH2:21][CH3:22])[CH2:17][CH2:18][CH3:19].[I-].[K+], predict the reaction product. The product is: [CH2:17]([CH:16]([NH:15][CH2:2][CH2:3][CH2:4][N:5]1[CH:9]=[CH:8][CH:7]=[C:6]1[C:10]([O:12][CH2:13][CH3:14])=[O:11])[CH2:20][CH2:21][CH3:22])[CH2:18][CH3:19].